Dataset: Forward reaction prediction with 1.9M reactions from USPTO patents (1976-2016). Task: Predict the product of the given reaction. Given the reactants C(OC(=O)[NH:7][CH:8]([C:31](=[O:35])[N:32]([CH3:34])[CH3:33])[CH2:9][C:10]1[CH:15]=[CH:14][C:13]([O:16][C:17]2[CH:22]=[CH:21][C:20]([CH2:23][CH:24]3[S:28][C:27](=[O:29])[NH:26][C:25]3=[O:30])=[CH:19][CH:18]=2)=[CH:12][CH:11]=1)(C)(C)C.C(Cl)[Cl:38], predict the reaction product. The product is: [ClH:38].[NH2:7][CH:8]([CH2:9][C:10]1[CH:11]=[CH:12][C:13]([O:16][C:17]2[CH:22]=[CH:21][C:20]([CH2:23][CH:24]3[S:28][C:27](=[O:29])[NH:26][C:25]3=[O:30])=[CH:19][CH:18]=2)=[CH:14][CH:15]=1)[C:31]([N:32]([CH3:34])[CH3:33])=[O:35].